This data is from Full USPTO retrosynthesis dataset with 1.9M reactions from patents (1976-2016). The task is: Predict the reactants needed to synthesize the given product. (1) Given the product [Br:22][C:23]([CH3:28])([CH3:27])[C:24]([NH:1][C:2]1[CH:7]=[C:6]([CH3:8])[CH:5]=[C:4]([CH3:9])[C:3]=1[OH:10])=[O:25], predict the reactants needed to synthesize it. The reactants are: [NH2:1][C:2]1[CH:7]=[C:6]([CH3:8])[CH:5]=[C:4]([CH3:9])[C:3]=1[OH:10].C(OCC)(=O)C.C(=O)([O-])O.[Na+].[Br:22][C:23]([CH3:28])([CH3:27])[C:24](Br)=[O:25]. (2) Given the product [Cl:1][C:2]1[C:10]2[N:9]=[C:8]3[N:11]([C:12]4[C:13]([CH3:19])=[N:14][N:15]([CH3:18])[C:16]=4[CH3:17])[CH2:23][CH2:22][CH2:21][CH2:20][N:7]3[C:6]=2[C:5]([CH:25]([CH2:28][CH3:29])[CH2:26][CH3:27])=[CH:4][CH:3]=1, predict the reactants needed to synthesize it. The reactants are: [Cl:1][C:2]1[C:10]2[N:9]=[C:8]([NH:11][C:12]3[C:13]([CH3:19])=[N:14][N:15]([CH3:18])[C:16]=3[CH3:17])[N:7]([CH2:20][CH2:21][CH2:22][CH2:23]O)[C:6]=2[C:5]([CH:25]([CH2:28][CH3:29])[CH2:26][CH3:27])=[CH:4][CH:3]=1.CS(Cl)(=O)=O.O1CCCC1.C(=O)(O)[O-].[Na+].C(=O)([O-])[O-].[K+].[K+]. (3) Given the product [O:4]1[CH2:5][CH:6]([C:8]2[C:16]3[S:15][C:14]([NH:17][C:25](=[O:26])[C:24]4[CH:28]=[CH:29][N:30]=[C:22]([O:21][CH3:20])[CH:23]=4)=[N:13][C:12]=3[C:11]([O:18][CH3:19])=[CH:10][CH:9]=2)[CH2:7][O:1][CH2:2][CH2:3]1, predict the reactants needed to synthesize it. The reactants are: [O:1]1[CH2:7][CH:6]([C:8]2[C:16]3[S:15][C:14]([NH2:17])=[N:13][C:12]=3[C:11]([O:18][CH3:19])=[CH:10][CH:9]=2)[CH2:5][O:4][CH2:3][CH2:2]1.[CH3:20][O:21][C:22]1[CH:23]=[C:24]([CH:28]=[CH:29][N:30]=1)[C:25](O)=[O:26]. (4) Given the product [NH2:8][C:5]1[CH:6]=[CH:7][C:2]([NH:11][CH2:12][CH2:13][OH:14])=[N:3][CH:4]=1, predict the reactants needed to synthesize it. The reactants are: Cl[C:2]1[CH:7]=[CH:6][C:5]([N+:8]([O-])=O)=[CH:4][N:3]=1.[NH2:11][CH2:12][CH2:13][OH:14]. (5) Given the product [Br:1][C:2]1[CH:3]=[CH:4][C:5]([O:16][CH2:17][C:18]2[CH:19]=[CH:20][C:21]([Cl:24])=[CH:22][CH:23]=2)=[C:6]([CH2:8][N:9]2[CH2:14][CH2:13][CH:12]([NH:15][C:33]([NH:32][C:29]3[CH:30]=[CH:31][C:26]([F:25])=[CH:27][CH:28]=3)=[O:34])[CH2:11][CH2:10]2)[CH:7]=1, predict the reactants needed to synthesize it. The reactants are: [Br:1][C:2]1[CH:3]=[CH:4][C:5]([O:16][CH2:17][C:18]2[CH:23]=[CH:22][C:21]([Cl:24])=[CH:20][CH:19]=2)=[C:6]([CH2:8][N:9]2[CH2:14][CH2:13][CH:12]([NH2:15])[CH2:11][CH2:10]2)[CH:7]=1.[F:25][C:26]1[CH:31]=[CH:30][C:29]([N:32]=[C:33]=[O:34])=[CH:28][CH:27]=1.